Binary Classification. Given a drug SMILES string, predict its activity (active/inactive) in a high-throughput screening assay against a specified biological target. From a dataset of HIV replication inhibition screening data with 41,000+ compounds from the AIDS Antiviral Screen. (1) The compound is CC1=NN(C(=O)c2ccncc2)C(=O)C1. The result is 0 (inactive). (2) The compound is Clc1ccc(CSc2ccc3nncc(SCc4ccc(Cl)cc4)c3c2)cc1. The result is 0 (inactive). (3) The molecule is CC12CCC3C(CC=C4CC(O)CCC43C)C1CC(C#N)C(=O)N2. The result is 0 (inactive). (4) The compound is CCCCN(CCCC)C(=Nc1ccccc1)N(CCCC)CCCC. The result is 0 (inactive). (5) The result is 0 (inactive). The molecule is CCOC(=O)C=C1c2ccccc2C(=O)N1CC(=O)OCC.